From a dataset of Full USPTO retrosynthesis dataset with 1.9M reactions from patents (1976-2016). Predict the reactants needed to synthesize the given product. (1) The reactants are: [N+:1]([C:4]1[CH:5]=[C:6]([C:14]2([C:17]([O:19][CH3:20])=[O:18])[CH2:16][CH2:15]2)[CH:7]=[CH:8][C:9]=1[C:10]([F:13])([F:12])[F:11])([O-])=O. Given the product [NH2:1][C:4]1[CH:5]=[C:6]([C:14]2([C:17]([O:19][CH3:20])=[O:18])[CH2:15][CH2:16]2)[CH:7]=[CH:8][C:9]=1[C:10]([F:11])([F:12])[F:13], predict the reactants needed to synthesize it. (2) Given the product [N+:17](/[CH:20]=[CH:13]/[C:12]1[CH:15]=[CH:16][C:9]([O:8][CH2:7][C:2]2[CH:3]=[CH:4][CH:5]=[CH:6][N:1]=2)=[CH:10][CH:11]=1)([O-:19])=[O:18], predict the reactants needed to synthesize it. The reactants are: [N:1]1[CH:6]=[CH:5][CH:4]=[CH:3][C:2]=1[CH2:7][O:8][C:9]1[CH:16]=[CH:15][C:12]([CH:13]=O)=[CH:11][CH:10]=1.[N+:17]([CH3:20])([O-:19])=[O:18].C([O-])(=O)C.[NH4+]. (3) Given the product [NH2:23][C:2]1[C:7]([C:8]#[N:9])=[C:6]([NH:10][C:11]2[CH:16]=[C:15]([O:17][CH3:18])[CH:14]=[C:13]([O:19][CH3:20])[CH:12]=2)[N:5]=[C:4]([S:21][CH3:22])[N:3]=1, predict the reactants needed to synthesize it. The reactants are: Cl[C:2]1[C:7]([C:8]#[N:9])=[C:6]([NH:10][C:11]2[CH:16]=[C:15]([O:17][CH3:18])[CH:14]=[C:13]([O:19][CH3:20])[CH:12]=2)[N:5]=[C:4]([S:21][CH3:22])[N:3]=1.[NH4+:23].[OH-]. (4) Given the product [F:29][C:2]([F:28])([F:1])[C:3]([C:9]1[CH:10]=[CH:11][C:12]([C:15]2[CH:20]=[CH:19][C:18]([CH2:21][N:22]3[CH2:23][CH2:24][N:25]([CH2:31][C:32]4[CH:37]=[CH:36][CH:35]=[C:34]([C:38]([F:39])([F:40])[F:41])[CH:33]=4)[CH2:26][CH2:27]3)=[CH:17][CH:16]=2)=[CH:13][CH:14]=1)([OH:8])[C:4]([F:7])([F:6])[F:5].[C:3]([OH:8])([C:4]([F:7])([F:6])[F:5])=[O:55], predict the reactants needed to synthesize it. The reactants are: [F:1][C:2]([F:29])([F:28])[C:3]([C:9]1[CH:14]=[CH:13][C:12]([C:15]2[CH:20]=[CH:19][C:18]([CH2:21][N:22]3[CH2:27][CH2:26][NH:25][CH2:24][CH2:23]3)=[CH:17][CH:16]=2)=[CH:11][CH:10]=1)([OH:8])[C:4]([F:7])([F:6])[F:5].Br[CH2:31][C:32]1[CH:37]=[CH:36][CH:35]=[C:34]([C:38]([F:41])([F:40])[F:39])[CH:33]=1.CCN(C(C)C)C(C)C.CN(C=[O:55])C. (5) Given the product [CH3:1][N:2]1[CH2:7][CH2:6][N:5]([CH2:8][CH2:9][CH2:10][NH:11][C:22]([C:20]2[S:21][C:14]3[C:15](=[N:16][CH:17]=[CH:18][C:13]=3[Cl:12])[CH:19]=2)=[O:23])[CH2:4][CH2:3]1, predict the reactants needed to synthesize it. The reactants are: [CH3:1][N:2]1[CH2:7][CH2:6][N:5]([CH2:8][CH2:9][CH2:10][NH2:11])[CH2:4][CH2:3]1.[Cl:12][C:13]1[CH:18]=[CH:17][N:16]=[C:15]2[CH:19]=[C:20]([C:22]([O-])=[O:23])[S:21][C:14]=12.[Li+]. (6) Given the product [F:21][C:4]1[CH:3]=[C:2]([B:25]2[O:26][C:27]([CH3:29])([CH3:28])[C:23]([CH3:39])([CH3:22])[O:24]2)[CH:20]=[CH:19][C:5]=1[CH2:6][NH:7][C:8]([C:10]1[CH:18]=[C:13]2[CH2:14][CH2:15][CH2:16][CH2:17][N:12]2[N:11]=1)=[O:9], predict the reactants needed to synthesize it. The reactants are: Br[C:2]1[CH:20]=[CH:19][C:5]([CH2:6][NH:7][C:8]([C:10]2[CH:18]=[C:13]3[CH2:14][CH2:15][CH2:16][CH2:17][N:12]3[N:11]=2)=[O:9])=[C:4]([F:21])[CH:3]=1.[CH3:22][C:23]1([CH3:39])[C:27]([CH3:29])([CH3:28])[O:26][B:25]([B:25]2[O:26][C:27]([CH3:29])([CH3:28])[C:23]([CH3:39])([CH3:22])[O:24]2)[O:24]1.C([O-])(=O)C.[K+].